From a dataset of NCI-60 drug combinations with 297,098 pairs across 59 cell lines. Regression. Given two drug SMILES strings and cell line genomic features, predict the synergy score measuring deviation from expected non-interaction effect. (1) Drug 1: CC1C(C(CC(O1)OC2CC(CC3=C2C(=C4C(=C3O)C(=O)C5=C(C4=O)C(=CC=C5)OC)O)(C(=O)C)O)N)O.Cl. Drug 2: C(=O)(N)NO. Cell line: COLO 205. Synergy scores: CSS=52.5, Synergy_ZIP=-1.27, Synergy_Bliss=3.65, Synergy_Loewe=-6.42, Synergy_HSA=3.05. (2) Drug 1: C1=NC2=C(N1)C(=S)N=C(N2)N. Drug 2: CC(C)CN1C=NC2=C1C3=CC=CC=C3N=C2N. Cell line: NCI-H322M. Synergy scores: CSS=36.9, Synergy_ZIP=8.04, Synergy_Bliss=7.60, Synergy_Loewe=3.46, Synergy_HSA=4.64.